From a dataset of Full USPTO retrosynthesis dataset with 1.9M reactions from patents (1976-2016). Predict the reactants needed to synthesize the given product. (1) Given the product [CH3:33][O:32][C:20]1[CH:21]=[C:22]([CH2:24][CH2:25][C:26]2[NH:30][N:29]=[C:28]([NH:31][C:2]3[CH:7]=[CH:6][N:5]=[C:4]([NH:8][CH2:9][C:10]4[O:14][N:13]=[C:12]([CH3:15])[CH:11]=4)[N:3]=3)[CH:27]=2)[CH:23]=[C:18]([O:17][CH3:16])[N:19]=1, predict the reactants needed to synthesize it. The reactants are: Cl[C:2]1[CH:7]=[CH:6][N:5]=[C:4]([NH:8][CH2:9][C:10]2[O:14][N:13]=[C:12]([CH3:15])[CH:11]=2)[N:3]=1.[CH3:16][O:17][C:18]1[CH:23]=[C:22]([CH2:24][CH2:25][C:26]2[NH:30][N:29]=[C:28]([NH2:31])[CH:27]=2)[CH:21]=[C:20]([O:32][CH3:33])[N:19]=1. (2) The reactants are: C[O:2][C:3](=[O:36])[CH:4]([NH:16][C:17]([N:19]1[CH2:24][CH2:23][CH:22]([N:25]2[CH2:34][C:33]3[C:28](=[CH:29][CH:30]=[CH:31][CH:32]=3)[NH:27][C:26]2=[O:35])[CH2:21][CH2:20]1)=[O:18])[CH2:5][C:6]1[CH:7]=[C:8]2[C:12](=[C:13]([CH3:15])[CH:14]=1)[NH:11][N:10]=[CH:9]2.O1CCCC1.CO.[OH-].[Li+]. Given the product [CH3:15][C:13]1[CH:14]=[C:6]([CH2:5][CH:4]([NH:16][C:17]([N:19]2[CH2:20][CH2:21][CH:22]([N:25]3[CH2:34][C:33]4[C:28](=[CH:29][CH:30]=[CH:31][CH:32]=4)[NH:27][C:26]3=[O:35])[CH2:23][CH2:24]2)=[O:18])[C:3]([OH:36])=[O:2])[CH:7]=[C:8]2[C:12]=1[NH:11][N:10]=[CH:9]2, predict the reactants needed to synthesize it. (3) Given the product [S:1]1[C:5]2=[N:6][CH:7]=[CH:8][CH:9]=[C:4]2[CH:3]=[C:2]1[CH2:10][NH2:16], predict the reactants needed to synthesize it. The reactants are: [S:1]1[C:5]2=[N:6][CH:7]=[CH:8][CH:9]=[C:4]2[CH:3]=[C:2]1[CH2:10]O.S1C2C(=[N:16]C=CC=2)C=C1CN. (4) Given the product [CH2:1]([C@@H:6]1[CH2:8][C@H:7]1[CH2:9]/[CH:10]=[CH:11]\[CH2:12][OH:13])[CH2:2][CH2:3][CH2:4][CH3:5], predict the reactants needed to synthesize it. The reactants are: [CH2:1]([C@H:6]1[CH2:8][C@@H:7]1[CH2:9][C:10]#[C:11][CH2:12][OH:13])[CH2:2][CH2:3][CH2:4][CH3:5].C([C@H]1C[C@@H]1C/C=C\CO)CCCC.C([C@@H]1C[C@H]1CC#CCO)CCCC. (5) Given the product [CH2:86]([NH:93][C:2]1[N:7]=[CH:6][C:5]([CH2:8][N:9]2[CH2:33][CH2:32][C:12]3([N:16]([C:17]4[CH:22]=[CH:21][CH:20]=[C:19]([F:23])[CH:18]=4)[C:15](=[O:24])[N:14]=[C:13]3[NH:25][CH:26]3[CH2:31][CH2:30][CH2:29][CH2:28][CH2:27]3)[CH2:11][CH2:10]2)=[CH:4][CH:3]=1)[C:87]1[CH:92]=[CH:91][CH:90]=[CH:89][CH:88]=1, predict the reactants needed to synthesize it. The reactants are: Br[C:2]1[N:7]=[CH:6][C:5]([CH2:8][N:9]2[CH2:33][CH2:32][C:12]3([N:16]([C:17]4[CH:22]=[CH:21][CH:20]=[C:19]([F:23])[CH:18]=4)[C:15](=[O:24])[N:14]=[C:13]3[NH:25][CH:26]3[CH2:31][CH2:30][CH2:29][CH2:28][CH2:27]3)[CH2:11][CH2:10]2)=[CH:4][CH:3]=1.CC(C)([O-])C.[Na+].C1(P(C2C=CC=CC=2)C2C=CC3C(=CC=CC=3)C=2C2C3C(=CC=CC=3)C=CC=2P(C2C=CC=CC=2)C2C=CC=CC=2)C=CC=CC=1.[CH2:86]([NH2:93])[C:87]1[CH:92]=[CH:91][CH:90]=[CH:89][CH:88]=1.FC(F)(F)C([O-])=O.FC(F)(F)C([O-])=O.C(NC1[NH+]=CC(C[NH+]2CCC3(N(C4C=CC=C(F)C=4)C(=O)N=C3NC3CCCCC3)CC2)=CC=1)C1C=CC=CC=1. (6) Given the product [F:9][C:4]1[C:3]([CH2:2][S:17][C:15]2[N:14]=[C:13]([OH:18])[CH:12]=[C:11]([CH3:10])[N:16]=2)=[CH:8][CH:7]=[CH:6][N:5]=1, predict the reactants needed to synthesize it. The reactants are: Br[CH2:2][C:3]1[C:4]([F:9])=[N:5][CH:6]=[CH:7][CH:8]=1.[CH3:10][C:11]1[N:16]=[C:15]([SH:17])[N:14]=[C:13]([OH:18])[CH:12]=1.C(N(CC)CC)C.